Dataset: Reaction yield outcomes from USPTO patents with 853,638 reactions. Task: Predict the reaction yield, written as a fraction of the theoretical maximum amount of product (1.0 means a 100% yield; for example, 0.34 means a 34% yield). The reactants are [O:1]1[CH2:6][CH:5]=[C:4]([C:7]2[C:8]([F:33])=[C:9]([N:13]3[CH:18]=[C:17]([O:19][CH3:20])[C:16](=[O:21])[C:15]([C:22]4[N:26]([C:27]5[CH:32]=[CH:31][CH:30]=[CH:29][CH:28]=5)[N:25]=[CH:24][CH:23]=4)=[N:14]3)[CH:10]=[CH:11][CH:12]=2)[CH2:3][CH2:2]1. The yield is 0.790. The catalyst is CO.[Pd]. The product is [F:33][C:8]1[C:7]([CH:4]2[CH2:5][CH2:6][O:1][CH2:2][CH2:3]2)=[CH:12][CH:11]=[CH:10][C:9]=1[N:13]1[CH:18]=[C:17]([O:19][CH3:20])[C:16](=[O:21])[C:15]([C:22]2[N:26]([C:27]3[CH:28]=[CH:29][CH:30]=[CH:31][CH:32]=3)[N:25]=[CH:24][CH:23]=2)=[N:14]1.